From a dataset of Drug-target binding data from BindingDB using Kd measurements. Regression. Given a target protein amino acid sequence and a drug SMILES string, predict the binding affinity score between them. We predict pKd (pKd = -log10(Kd in M); higher means stronger binding). Dataset: bindingdb_kd. (1) The small molecule is CC1(C)CNc2cc(NC(=O)c3cccnc3NCc3ccncc3)ccc21. The target protein (P57059) has sequence MVIMSEFSADPAGQGQGQQKPLRVGFYDIERTLGKGNFAVVKLARHRVTKTQVAIKIIDKTRLDSSNLEKIYREVQLMKLLNHPHIIKLYQVMETKDMLYIVTEFAKNGEMFDYLTSNGHLSENEARKKFWQILSAVEYCHDHHIVHRDLKTENLLLDGNMDIKLADFGFGNFYKSGEPLSTWCGSPPYAAPEVFEGKEYEGPQLDIWSLGVVLYVLVCGSLPFDGPNLPTLRQRVLEGRFRIPFFMSQDCESLIRRMLVVDPARRITIAQIRQHRWMRAEPCLPGPACPAFSAHSYTSNLGDYDEQALGIMQTLGVDRQRTVESLQNSSYNHFAAIYYLLLERLKEYRNAQCARPGPARQPRPRSSDLSGLEVPQEGLSTDPFRPALLCPQPQTLVQSVLQAEMDCELQSSLQWPLFFPVDASCSGVFRPRPVSPSSLLDTAISEEARQGPGLEEEQDTQESLPSSTGRRHTLAEVSTRLSPLTAPCIVVSPSTTASPA.... The pKd is 5.0. (2) The drug is Cc1cc(Nc2cc(N3CCN(C)CC3)nc(Sc3ccc(NC(=O)C4CC4)cc3)n2)[nH]n1. The target protein sequence is MRGARGAWDFLCVLLLLLRVQTGSSQPSVSPGEPSPPSIHPGKSDLIVRVGDEIRLLCTDPGFVKWTFEILDETNENKQNEWITEKAEATNTGKYTCTNKHGLSNSIYVFVRDPAKLFLVDRSLYGKEDNDTLVRCPLTDPEVTNYSLKGCQGKPLPKDLRFIPDPKAGIMIKSVKRAYHRLCLHCSVDQEGKSVLSEKFILKVRPAFKAVPVVSVSKASYLLREGEEFTVTCTIKDVSSSVYSTWKRENSQTKLQEKYNSWHHGDFNYERQATLTISSARVNDSGVFMCYANNTFGSANVTTTLEVVDKGFINIFPMINTTVFVNDGENVDLIVEYEAFPKPEHQQWIYMNRTFTDKWEDYPKSENESNIRYVSELHLTRLKGTEGGTYTFLVSNSDVNAAIAFNVYVNTKPEILTYDRLVNGMLQCVAAGFPEPTIDWYFCPGTEQRCSASVLPVDVQTLNSSGPPFGKLVVQSSIDSSAFKHNGTVECKAYNDVGKT.... The pKd is 6.5. (3) The small molecule is COc1ccc(/C=C2\SC(=S)N(CCN)C2=O)cc1OC. The target protein sequence is MAAAAAAGPEMVRGQVFDVGPRYTNLSYIGEGAYGMVCSAYDNLNKVRVAIKKISPFEHQTYCQRTLREIKILLRFRHENIIGINDIIRAPTIEQMKDVYIVQDLMETDLYKLLKTQHLSNDHICYFLYQILRGLKYIHSANVLHRDLKPSNLLLNATCDLKICDFGLARVADPDHDHTGFLTEYVATRWYRAPEIMLNSKGYTKSIDIWSVGCILAEMLSNRPIFPGKHYLDQLNHILGILGSPSQEDLNCIINLKARNYLLSLPHKNKVPWNRLFPNADSKALDLLDKMLTFNPHKRIEVEQALAHPYLEQYYDPSNEPIAEAPFKFDMELDDLPKEKLKELIFEETARFQPGYRS. The pKd is 4.7. (4) The compound is COc1ccc(F)c(F)c1C(=O)c1cnc(NC2CCN(S(C)(=O)=O)CC2)nc1N. The target protein (Q96PY6) has sequence MEKYVRLQKIGEGSFGKAILVKSTEDGRQYVIKEINISRMSSKEREESRREVAVLANMKHPNIVQYRESFEENGSLYIVMDYCEGGDLFKRINAQKGVLFQEDQILDWFVQICLALKHVHDRKILHRDIKSQNIFLTKDGTVQLGDFGIARVLNSTVELARTCIGTPYYLSPEICENKPYNNKSDIWALGCVLYELCTLKHAFEAGSMKNLVLKIISGSFPPVSLHYSYDLRSLVSQLFKRNPRDRPSVNSILEKGFIAKRIEKFLSPQLIAEEFCLKTFSKFGSQPIPAKRPASGQNSISVMPAQKITKPAAKYGIPLAYKKYGDKKLHEKKPLQKHKQAHQTPEKRVNTGEERRKISEEAARKRRLEFIEKEKKQKDQIISLMKAEQMKRQEKERLERINRAREQGWRNVLSAGGSGEVKAPFLGSGGTIAPSSFSSRGQYEHYHAIFDQMQQQRAEDNEAKWKREIYGRGLPERGILPGVRPGFPYGAAGHHHFPDA.... The pKd is 5.0. (5) The drug is CCN(CCO)CCCOc1ccc2c(Nc3cc(CC(=O)Nc4cccc(F)c4)n[nH]3)ncnc2c1. The target protein (Q9H1R3) has sequence MATENGAVELGIQNPSTDKAPKGPTGERPLAAGKDPGPPDPKKAPDPPTLKKDAKAPASEKGDGTLAQPSTSSQGPKGEGDRGGGPAEGSAGPPAALPQQTATPETSVKKPKAEQGASGSQDPGKPRVGKKAAEGQAAARRGSPAFLHSPSCPAIISSSEKLLAKKPPSEASELTFEGVPMTHSPTDPRPAKAEEGKNILAESQKEVGEKTPGQAGQAKMQGDTSRGIEFQAVPSEKSEVGQALCLTAREEDCFQILDDCPPPPAPFPHRMVELRTGNVSSEFSMNSKEALGGGKFGAVCTCMEKATGLKLAAKVIKKQTPKDKEMVLLEIEVMNQLNHRNLIQLYAAIETPHEIVLFMEYIEGGELFERIVDEDYHLTEVDTMVFVRQICDGILFMHKMRVLHLDLKPENILCVNTTGHLVKIIDFGLARRYNPNEKLKVNFGTPEFLSPEVVNYDQISDKTDMWSMGVITYMLLSGLSPFLGDDDTETLNNVLSGNWY.... The pKd is 5.0. (6) The small molecule is CC[C@@H]1C(=O)N(C)c2cnc(Nc3ccc(C(=O)NC4CCN(C)CC4)cc3OC)nc2N1C1CCCC1. The target protein (Q8WU08) has sequence MGANTSRKPPVFDENEDVNFDHFEILRAIGKGSFGKVCIVQKNDTKKMYAMKYMNKQKCVERNEVRNVFKELQIMQGLEHPFLVNLWYSFQDEEDMFMVVDLLLGGDLRYHLQQNVHFKEETVKLFICELVMALDYLQNQRIIHRDMKPDNILLDEHGHVHITDFNIAAMLPRETQITTMAGTKPYMAPEMFSSRKGAGYSFAVDWWSLGVTAYELLRGRRPYHIRSSTSSKEIVHTFETTVVTYPSAWSQEMVSLLKKLLEPNPDQRFSQLSDVQNFPYMNDINWDAVFQKRLIPGFIPNKGRLNCDPTFELEEMILESKPLHKKKKRLAKKEKDMRKCDSSQTCLLQEHLDSVQKEFIIFNREKVNRDFNKRQPNLALEQTKDPQGEDGQNNNL. The pKd is 5.0. (7) The pKd is 8.7. The target protein sequence is MDSPIQIFRGEPGPTCAPSACLPPNSSAWFPGWAEPDSNGSAGSEDAQLEPAHISPAIPVIITAVYSVVFVVGLVGNSLVMFVIIRYTKMKTATNIYIFNLALADALVTTTMPFQSTVFLMNSWPFGDVLCKIVISIDYYNMFTSIFTLTMMSVDRYIAVCHPVKALDFRTPLKAKIINICIWLLSSSVGISAIVLGGTKVREDVDVIECSLQFPDDDYSWWDLFMKICVFIFAFVIPVLIIIVCYTLMILRLKSVRLLSGSREKDRNLRRITRLVLVVVAVFVVCWTPIHIFILVEALGSTSHSTAALSSYYFCIALGYTNSSLNPILYAFLDENFKRCFRDFCFPLKMRMERQSTSRVRNTVQDPAYLRDIDGMNKPV. The drug is CO[C@]12CC[C@@]3(C[C@@H]1C(C)(C)O)[C@H]1Cc4ccc(O)c5c4[C@@]3(CCN1CC1CC1)[C@H]2O5. (8) The compound is COc1ccc(F)c(F)c1C(=O)c1cnc(NC2CCN(S(C)(=O)=O)CC2)nc1N. The target protein (O00238) has sequence MLLRSAGKLNVGTKKEDGESTAPTPRPKVLRCKCHHHCPEDSVNNICSTDGYCFTMIEEDDSGLPVVTSGCLGLEGSDFQCRDTPIPHQRRSIECCTERNECNKDLHPTLPPLKNRDFVDGPIHHRALLISVTVCSLLLVLIILFCYFRYKRQETRPRYSIGLEQDETYIPPGESLRDLIEQSQSSGSGSGLPLLVQRTIAKQIQMVKQIGKGRYGEVWMGKWRGEKVAVKVFFTTEEASWFRETEIYQTVLMRHENILGFIAADIKGTGSWTQLYLITDYHENGSLYDYLKSTTLDAKSMLKLAYSSVSGLCHLHTEIFSTQGKPAIAHRDLKSKNILVKKNGTCCIADLGLAVKFISDTNEVDIPPNTRVGTKRYMPPEVLDESLNRNHFQSYIMADMYSFGLILWEVARRCVSGGIVEEYQLPYHDLVPSDPSYEDMREIVCIKKLRPSFPNRWSSDECLRQMGKLMTECWAHNPASRLTALRVKKTLAKMSESQDI.... The pKd is 5.0. (9) The compound is CN(C)CC(=O)N1CCC(c2ccc(NC(=O)c3ncc(C#N)[nH]3)c(C3=CCCCC3)c2)CC1. The target protein (Q8IWQ3) has sequence MTSTGKDGGAQHAQYVGPYRLEKTLGKGQTGLVKLGVHCVTCQKVAIKIVNREKLSESVLMKVEREIAILKLIEHPHVLKLHDVYENKKYLYLVLEHVSGGELFDYLVKKGRLTPKEARKFFRQIISALDFCHSHSICHRDLKPENLLLDEKNNIRIADFGMASLQVGDSLLETSCGSPHYACPEVIRGEKYDGRKADVWSCGVILFALLVGALPFDDDNLRQLLEKVKRGVFHMPHFIPPDCQSLLRGMIEVDAARRLTLEHIQKHIWYIGGKNEPEPEQPIPRKVQIRSLPSLEDIDPDVLDSMHSLGCFRDRNKLLQDLLSEEENQEKMIYFLLLDRKERYPSQEDEDLPPRNEIDPPRKRVDSPMLNRHGKRRPERKSMEVLSVTDGGSPVPARRAIEMAQHGQRSRSISGASSGLSTSPLSSPRVTPHPSPRGSPLPTPKGTPVHTPKESPAGTPNPTPPSSPSVGGVPWRARLNSIKNSFLGSPRFHRRKLQVP.... The pKd is 5.0.